Predict the product of the given reaction. From a dataset of Forward reaction prediction with 1.9M reactions from USPTO patents (1976-2016). The product is: [NH:6]1[C:7]2[C:12](=[CH:11][CH:10]=[CH:9][CH:8]=2)[C:4]([CH2:3][C:2](=[O:29])[C:13]([OH:15])=[O:14])=[CH:5]1. Given the reactants N[C@H:2]([C:13]([OH:15])=[O:14])[CH2:3][C:4]1[C:12]2[C:7](=[CH:8][CH:9]=[CH:10][CH:11]=2)[NH:6][CH:5]=1.N[C@@H](C(O)=[O:29])CC1C2C(=CC=CC=2)NC=1.NC(C(O)=O)CC1C2C(=CC=CC=2)NC=1, predict the reaction product.